Dataset: Catalyst prediction with 721,799 reactions and 888 catalyst types from USPTO. Task: Predict which catalyst facilitates the given reaction. (1) Reactant: Cl[C:2]1[CH:3]=[C:4]([C:14]([NH:16][CH2:17][C:18]2[C:19](=[O:26])[NH:20][C:21]([CH3:25])=[CH:22][C:23]=2[CH3:24])=[O:15])[C:5]2[CH:10]=[N:9][N:8]([CH:11]([CH3:13])[CH3:12])[C:6]=2[N:7]=1.C(O)C.[CH2:30]([NH2:37])[C:31]1[CH:36]=[CH:35][CH:34]=[CH:33][CH:32]=1. Product: [CH3:24][C:23]1[CH:22]=[C:21]([CH3:25])[NH:20][C:19](=[O:26])[C:18]=1[CH2:17][NH:16][C:14]([C:4]1[C:5]2[CH:10]=[N:9][N:8]([CH:11]([CH3:13])[CH3:12])[C:6]=2[N:7]=[C:2]([NH:37][CH2:30][C:31]2[CH:36]=[CH:35][CH:34]=[CH:33][CH:32]=2)[CH:3]=1)=[O:15]. The catalyst class is: 2. (2) Reactant: [C:1]([O:5][C:6]([N:8]1[CH2:13][CH2:12][N:11]([C:14]2[CH:15]=[CH:16][C:17]3[N:18]([CH:20]=[CH:21][N:22]=3)[N:19]=2)[CH2:10][CH2:9]1)=[O:7])([CH3:4])([CH3:3])[CH3:2].[I:23]N1C(=O)CCC1=O. Product: [C:1]([O:5][C:6]([N:8]1[CH2:9][CH2:10][N:11]([C:14]2[CH:15]=[CH:16][C:17]3[N:18]([C:20]([I:23])=[CH:21][N:22]=3)[N:19]=2)[CH2:12][CH2:13]1)=[O:7])([CH3:4])([CH3:2])[CH3:3]. The catalyst class is: 3. (3) The catalyst class is: 1. Product: [Br:1][C:2]1[CH:7]=[CH:6][C:5]([N:8]2[C:12]3=[C:13]([Cl:20])[C:14]4[N:15]([CH:17]=[CH:18][N:19]=4)[CH:16]=[C:11]3[N:10]([S:36]([CH:33]3[CH2:35][CH2:34]3)(=[O:38])=[O:37])[C:9]2=[O:21])=[C:4]([Cl:22])[CH:3]=1. Reactant: [Br:1][C:2]1[CH:7]=[CH:6][C:5]([N:8]2[C:12]3=[C:13]([Cl:20])[C:14]4[N:15]([CH:17]=[CH:18][N:19]=4)[CH:16]=[C:11]3[NH:10][C:9]2=[O:21])=[C:4]([Cl:22])[CH:3]=1.[Li+].C[Si]([N-][Si](C)(C)C)(C)C.[CH:33]1([S:36](N)(=[O:38])=[O:37])[CH2:35][CH2:34]1. (4) Reactant: [O:1]=[C:2]1[NH:7][N:6]=[C:5]([C:8]2[S:12][C:11]([C:13]([O:15]CC)=O)=[N:10][C:9]=2[C:18]2[CH:23]=[CH:22][CH:21]=[CH:20][CH:19]=2)[CH:4]=[CH:3]1.[CH:24]([NH2:27])([CH3:26])[CH3:25]. Product: [CH:24]([NH:27][C:13]([C:11]1[S:12][C:8]([C:5]2[CH:4]=[CH:3][C:2](=[O:1])[NH:7][N:6]=2)=[C:9]([C:18]2[CH:19]=[CH:20][CH:21]=[CH:22][CH:23]=2)[N:10]=1)=[O:15])([CH3:26])[CH3:25]. The catalyst class is: 7. (5) Reactant: [C:1]([N:4]1[C:13]2[C:8](=[CH:9][C:10]([O:14][CH3:15])=[CH:11][CH:12]=2)[C:7]([CH3:16])=[CH:6][C:5]1([CH3:18])[CH3:17])(=[O:3])[CH3:2].[Al+3].[Cl-].[Cl-].[Cl-]. Product: [C:1]([N:4]1[C:13]2[C:8](=[CH:9][C:10]([O:14][CH3:15])=[CH:11][CH:12]=2)[C:7]([C:8]2[CH:13]=[CH:12][CH:11]=[CH:10][CH:9]=2)([CH3:16])[CH2:6][C:5]1([CH3:18])[CH3:17])(=[O:3])[CH3:2]. The catalyst class is: 48. (6) Reactant: [Cl:1][C:2]1[CH:3]=[C:4]([CH:8]=[CH:9][C:10]=1[F:11])[C:5](Cl)=[O:6].[C:12]([NH2:21])([C:15]1[CH:20]=[CH:19][CH:18]=[CH:17][CH:16]=1)([CH3:14])[CH3:13].C(N(CC)CC)C. Product: [Cl:1][C:2]1[CH:3]=[C:4]([CH:8]=[CH:9][C:10]=1[F:11])[C:5]([NH:21][C:12]([CH3:14])([C:15]1[CH:20]=[CH:19][CH:18]=[CH:17][CH:16]=1)[CH3:13])=[O:6]. The catalyst class is: 154.